This data is from Full USPTO retrosynthesis dataset with 1.9M reactions from patents (1976-2016). The task is: Predict the reactants needed to synthesize the given product. (1) Given the product [CH2:1]([O:3][C:4](=[O:13])[CH2:5][C:6]1([CH2:17][N+:14]([O-:16])=[O:15])[CH2:7][C@@H:8]([CH3:12])[C@H:9]([CH3:11])[CH2:10]1)[CH3:2], predict the reactants needed to synthesize it. The reactants are: [CH2:1]([O:3][C:4](=[O:13])[CH:5]=[C:6]1[CH2:10][C@H:9]([CH3:11])[C@H:8]([CH3:12])[CH2:7]1)[CH3:2].[N+:14]([CH3:17])([O-:16])=[O:15].[F-].C([N+](CCCC)(CCCC)CCCC)CCC. (2) Given the product [Br:1][C:2]1[N:7]=[C:6]2[S:11][C:10]([NH:12][C:13](=[O:20])[C:14]3[CH:19]=[CH:18][CH:17]=[CH:16][CH:15]=3)=[N:9][C:5]2=[CH:4][CH:3]=1, predict the reactants needed to synthesize it. The reactants are: [Br:1][C:2]1[N:7]=[C:6](Cl)[C:5]([NH:9][C:10]([NH:12][C:13](=[O:20])[C:14]2[CH:19]=[CH:18][CH:17]=[CH:16][CH:15]=2)=[S:11])=[CH:4][CH:3]=1.[O-]CC.[Na+].O. (3) Given the product [Cl:18][C:13]1[CH:12]=[C:11]([CH:16]=[CH:15][C:14]=1[F:17])[CH2:10][N:7]([O:8][CH3:9])[C:6]([C:5]1[CH2:30][N:31]([CH3:32])[C:3](=[O:21])[C:4]=1[OH:20])=[O:19], predict the reactants needed to synthesize it. The reactants are: CO[C:3](=[O:21])[C:4]([OH:20])=[CH:5][C:6](=[O:19])[N:7]([CH2:10][C:11]1[CH:16]=[CH:15][C:14]([F:17])=[C:13]([Cl:18])[CH:12]=1)[O:8][CH3:9].C=O.CN.ClC1C=C(C=CC=1Cl)[CH2:30][N:31](C)[C:32](C1CN(C)C(=O)C=1O)=O. (4) Given the product [C:8]([O:12][C:13](=[O:38])[CH2:14][N:15]([S:23]([C:26]1[CH:35]=[C:34]2[C:29]([C:30]([Cl:37])=[CH:31][N:32]=[C:33]2[NH:4][C:3]([NH2:5])=[NH:2])=[CH:28][CH:27]=1)(=[O:24])=[O:25])[CH2:16][CH:17]1[CH2:22][CH2:21][CH2:20][CH2:19][CH2:18]1)([CH3:11])([CH3:9])[CH3:10], predict the reactants needed to synthesize it. The reactants are: Cl.[NH2:2][C:3]([NH2:5])=[NH:4].[H-].[Na+].[C:8]([O:12][C:13](=[O:38])[CH2:14][N:15]([S:23]([C:26]1[CH:35]=[C:34]2[C:29]([C:30]([Cl:37])=[CH:31][N:32]=[C:33]2Cl)=[CH:28][CH:27]=1)(=[O:25])=[O:24])[CH2:16][CH:17]1[CH2:22][CH2:21][CH2:20][CH2:19][CH2:18]1)([CH3:11])([CH3:10])[CH3:9]. (5) Given the product [CH3:18][C@:13]12[C@H:16]([CH3:17])[C@H:9]([NH:8][CH2:15][CH2:14]1)[CH2:10][C:11]1[CH:22]=[CH:21][C:20]([C:27]3[CH:32]=[CH:31][N:30]=[C:29]([CH3:33])[N:28]=3)=[CH:19][C:12]2=1, predict the reactants needed to synthesize it. The reactants are: C(OC([N:8]1[CH2:15][CH2:14][C@:13]2([CH3:18])[C@H:16]([CH3:17])[C@H:9]1[CH2:10][C:11]1[CH:22]=[CH:21][C:20](B(O)O)=[CH:19][C:12]=12)=O)(C)(C)C.Cl[C:27]1[CH:32]=[CH:31][N:30]=[C:29]([CH3:33])[N:28]=1.[O-]P([O-])([O-])=O.[K+].[K+].[K+].C(OCC)(=O)C. (6) Given the product [CH3:1][O:2][C:3](=[O:19])[C:4]1[CH:5]=[CH:6][C:7]([O:10][C:11]2[CH:12]=[N:13][C:14]([OH:17])=[CH:15][CH:16]=2)=[CH:8][CH:9]=1, predict the reactants needed to synthesize it. The reactants are: [CH3:1][O:2][C:3](=[O:19])[C:4]1[CH:9]=[CH:8][C:7]([O:10][C:11]2[CH:12]=[N:13][C:14]([O:17]C)=[CH:15][CH:16]=2)=[CH:6][CH:5]=1.I[Si](C)(C)C. (7) The reactants are: Cl[C:2]1[CH:7]=[C:6]([CH3:8])[CH:5]=[CH:4][N:3]=1.[O:9]([CH3:11])[Na].O. Given the product [CH3:11][O:9][C:2]1[CH:7]=[C:6]([CH3:8])[CH:5]=[CH:4][N:3]=1, predict the reactants needed to synthesize it. (8) Given the product [Cl:1][C:2]1[S:6][C:5]([C:7]([NH:9][CH2:10][C:11]2[CH:12]=[N:13][N:14]([C:16]3[CH:21]=[CH:20][C:19]([N:27]4[CH2:28][CH2:29][CH2:30][N:24]([CH3:23])[CH2:25][CH2:26]4)=[CH:18][CH:17]=3)[CH:15]=2)=[O:8])=[CH:4][CH:3]=1, predict the reactants needed to synthesize it. The reactants are: [Cl:1][C:2]1[S:6][C:5]([C:7]([NH:9][CH2:10][C:11]2[CH:12]=[N:13][N:14]([C:16]3[CH:21]=[CH:20][C:19](I)=[CH:18][CH:17]=3)[CH:15]=2)=[O:8])=[CH:4][CH:3]=1.[CH3:23][N:24]1[CH2:30][CH2:29][CH2:28][NH:27][CH2:26][CH2:25]1.C(O)CO.[O-]P([O-])([O-])=O.[K+].[K+].[K+]. (9) The reactants are: Cl[S:2]([CH2:5][C@H:6]([CH3:17])[C:7]([O:9][CH2:10][C:11]1[CH:16]=[CH:15][CH:14]=[CH:13][CH:12]=1)=[O:8])(=[O:4])=[O:3].[CH3:18][NH:19][CH3:20]. Given the product [CH3:18][N:19]([CH3:20])[S:2]([CH2:5][C@H:6]([CH3:17])[C:7]([O:9][CH2:10][C:11]1[CH:16]=[CH:15][CH:14]=[CH:13][CH:12]=1)=[O:8])(=[O:4])=[O:3], predict the reactants needed to synthesize it.